Task: Predict the reactants needed to synthesize the given product.. Dataset: Full USPTO retrosynthesis dataset with 1.9M reactions from patents (1976-2016) (1) Given the product [F:4][C:5]1[CH:12]=[C:11]([O:13][CH3:14])[CH:10]=[C:9]([F:15])[C:6]=1[CH2:7][C:1]#[N:2], predict the reactants needed to synthesize it. The reactants are: [C-:1]#[N:2].[K+].[F:4][C:5]1[CH:12]=[C:11]([O:13][CH3:14])[CH:10]=[C:9]([F:15])[C:6]=1[CH2:7]Br.C([O-])(O)=O.[Na+]. (2) Given the product [N+:9]([C:3]1[CH:4]=[CH:5][CH:6]=[C:7]([Cl:8])[C:2]=1[C:12]1[CH:17]=[CH:16][CH:15]=[CH:14][CH:13]=1)([O-:11])=[O:10], predict the reactants needed to synthesize it. The reactants are: Cl[C:2]1[C:7]([Cl:8])=[CH:6][CH:5]=[CH:4][C:3]=1[N+:9]([O-:11])=[O:10].[C:12]1(OB(O)O)[CH:17]=[CH:16][CH:15]=[CH:14][CH:13]=1.P([O-])([O-])([O-])=O.[K+].[K+].[K+]. (3) Given the product [CH3:29][N:28]1[C:24]([C:2]2[CH:3]=[C:4]([C:7]([O:9][CH3:10])=[O:8])[S:5][CH:6]=2)=[CH:25][CH:26]=[N:27]1, predict the reactants needed to synthesize it. The reactants are: Br[C:2]1[CH:3]=[C:4]([C:7]([O:9][CH3:10])=[O:8])[S:5][CH:6]=1.C([O-])([O-])=O.[K+].[K+].CC1(C)COB([C:24]2[N:28]([CH3:29])[N:27]=[CH:26][CH:25]=2)OC1. (4) Given the product [CH3:19][O:18][C:16]([CH2:23][O:24][C:5]1[CH:4]=[CH:3][C:2]([CH3:8])=[N+:1]([O-:7])[CH:6]=1)=[O:17], predict the reactants needed to synthesize it. The reactants are: [N+:1]1([O-:7])[CH:6]=[CH:5][CH:4]=[CH:3][CH:2]=1.[C:8](=O)([O-])[O-].[K+].[K+].BrC[C:16]([O:18][CH3:19])=[O:17].CN([CH:23]=[O:24])C. (5) Given the product [CH2:3]([N:10]1[CH2:15][CH2:14][CH:13]([OH:16])[CH:12]([CH2:17][C:18]2[CH:23]=[CH:22][CH:21]=[CH:20][CH:19]=2)[CH2:11]1)[C:4]1[CH:5]=[CH:6][CH:7]=[CH:8][CH:9]=1, predict the reactants needed to synthesize it. The reactants are: [BH4-].[Na+].[CH2:3]([N:10]1[CH2:15][CH2:14][C:13](=[O:16])[CH:12]([CH2:17][C:18]2[CH:23]=[CH:22][CH:21]=[CH:20][CH:19]=2)[CH2:11]1)[C:4]1[CH:9]=[CH:8][CH:7]=[CH:6][CH:5]=1. (6) Given the product [Br:29][C:30]1[CH:36]=[CH:35][C:33]([NH:34][C:13](=[O:15])[CH2:12][CH:11]2[CH2:6][CH2:7][O:8][CH2:9][CH2:10]2)=[CH:32][CH:31]=1, predict the reactants needed to synthesize it. The reactants are: CN(C)C=O.[CH2:6]1[CH:11]([CH2:12][C:13]([OH:15])=O)[CH2:10][CH2:9][O:8][CH2:7]1.S(Cl)(Cl)=O.C(N(C(C)C)C(C)C)C.[Br:29][C:30]1[CH:36]=[CH:35][C:33]([NH2:34])=[CH:32][CH:31]=1. (7) Given the product [CH3:23][N:3]1[C:4]([C:13]2[S:14][C:15]3[N:16]=[CH:17][N:18]=[C:19]([NH2:22])[C:20]=3[N:21]=2)=[C:5]([C:7]2[CH:12]=[CH:11][CH:10]=[CH:9][CH:8]=2)[N:6]=[C:2]1[C:29]#[C:28][Si:25]([CH3:27])([CH3:26])[CH3:24], predict the reactants needed to synthesize it. The reactants are: Br[C:2]1[N:3]([CH3:23])[C:4]([C:13]2[S:14][C:15]3[N:16]=[CH:17][N:18]=[C:19]([NH2:22])[C:20]=3[N:21]=2)=[C:5]([C:7]2[CH:12]=[CH:11][CH:10]=[CH:9][CH:8]=2)[N:6]=1.[CH3:24][Si:25]([C:28]#[CH:29])([CH3:27])[CH3:26].C(N(CC)CC)C. (8) Given the product [CH:1]([C:3]1[S:4][C:5]([C:8]([O:10][C:11]([CH3:14])([CH3:13])[CH3:12])=[O:9])=[CH:6][N:7]=1)=[O:2], predict the reactants needed to synthesize it. The reactants are: [CH:1]([C:3]1[S:4][C:5]([C:8]([OH:10])=[O:9])=[CH:6][N:7]=1)=[O:2].[C:11](OC(O[C:11]([CH3:14])([CH3:13])[CH3:12])N(C)C)([CH3:14])([CH3:13])[CH3:12]. (9) Given the product [Br:6][C:7]1[CH:12]=[CH:11][C:10]([O:13][Si:18]([CH:22]([CH3:24])[CH3:23])([CH:19]([CH3:21])[CH3:20])[CH:15]([CH3:17])[CH3:16])=[C:9]([Cl:14])[CH:8]=1, predict the reactants needed to synthesize it. The reactants are: N1C=CN=C1.[Br:6][C:7]1[CH:12]=[CH:11][C:10]([OH:13])=[C:9]([Cl:14])[CH:8]=1.[CH:15]([Si:18](Cl)([CH:22]([CH3:24])[CH3:23])[CH:19]([CH3:21])[CH3:20])([CH3:17])[CH3:16]. (10) Given the product [F:16][C:12]1[CH:11]=[C:10]([C:9]2[C:8](=[O:17])[N:7]3[CH:18]=[CH:19][S:20][C:6]3=[N:5][C:4]=2[CH:2]([NH:1][C:22]2[N:30]=[CH:29][N:28]=[C:27]3[C:23]=2[N:24]=[CH:25][NH:26]3)[CH3:3])[CH:15]=[CH:14][CH:13]=1, predict the reactants needed to synthesize it. The reactants are: [NH2:1][CH:2]([C:4]1[N:5]=[C:6]2[S:20][CH:19]=[CH:18][N:7]2[C:8](=[O:17])[C:9]=1[C:10]1[CH:15]=[CH:14][CH:13]=[C:12]([F:16])[CH:11]=1)[CH3:3].Br[C:22]1[N:30]=[CH:29][N:28]=[C:27]2[C:23]=1[N:24]=[CH:25][NH:26]2.C(N(CC)C(C)C)(C)C.